This data is from Reaction yield outcomes from USPTO patents with 853,638 reactions. The task is: Predict the reaction yield, written as a fraction of the theoretical maximum amount of product (1.0 means a 100% yield; for example, 0.34 means a 34% yield). (1) The reactants are [Cl:1][C:2]1[CH:10]=[N:9][CH:8]=[C:7]([Cl:11])[C:3]=1[C:4](Cl)=[O:5].[NH:12]1[C:16]2[CH:17]=[CH:18][CH:19]=[CH:20][C:15]=2[N:14]=[C:13]1[CH2:21][N:22]([CH:26]1[C:35]2[N:34]=[CH:33][CH:32]=[CH:31][C:30]=2[CH2:29][CH2:28][CH2:27]1)[CH2:23][CH2:24][NH2:25]. The catalyst is C1COCC1.ClCCl.CCN(CC)CC. The product is [NH:12]1[C:16]2[CH:17]=[CH:18][CH:19]=[CH:20][C:15]=2[N:14]=[C:13]1[CH2:21][N:22]([CH:26]1[C:35]2[N:34]=[CH:33][CH:32]=[CH:31][C:30]=2[CH2:29][CH2:28][CH2:27]1)[CH2:23][CH2:24][NH:25][C:4](=[O:5])[C:3]1[C:2]([Cl:1])=[CH:10][N:9]=[CH:8][C:7]=1[Cl:11]. The yield is 0.440. (2) The reactants are [CH3:1][C:2]1[C:6]([CH3:7])=[C:5]([NH:8][C:9](=[O:16])OCC(Cl)(Cl)Cl)[O:4][N:3]=1.Cl.Cl.[C:19]1([C:25]2[CH:30]=[CH:29][N:28]=[C:27]([N:31]3[CH2:36][CH2:35][NH:34][CH2:33][CH2:32]3)[N:26]=2)[CH:24]=[CH:23][CH:22]=[CH:21][CH:20]=1. No catalyst specified. The product is [CH3:1][C:2]1[C:6]([CH3:7])=[C:5]([NH:8][C:9]([N:34]2[CH2:35][CH2:36][N:31]([C:27]3[N:26]=[C:25]([C:19]4[CH:24]=[CH:23][CH:22]=[CH:21][CH:20]=4)[CH:30]=[CH:29][N:28]=3)[CH2:32][CH2:33]2)=[O:16])[O:4][N:3]=1. The yield is 0.800. (3) The reactants are [OH:1][C:2]1[CH:7]=[CH:6][C:5]([CH2:8][CH2:9][N:10]2[C:18]3[N:17]=[C:16]([C:19]45[CH2:26][CH2:25][C:22]([C:27]([OH:29])=[O:28])([CH2:23][CH2:24]4)[CH2:21][CH2:20]5)[NH:15][C:14]=3[C:13](=[O:30])[N:12]([CH2:31][CH2:32][CH3:33])[C:11]2=[O:34])=[CH:4][CH:3]=1.[OH-].[Na+].[I:37]I. The catalyst is O.C(O)C. The product is [OH:1][C:2]1[CH:7]=[CH:6][C:5]([CH2:8][CH2:9][N:10]2[C:18]3[N:17]=[C:16]([C:19]45[CH2:20][CH2:21][C:22]([C:27]([OH:29])=[O:28])([CH2:25][CH2:26]4)[CH2:23][CH2:24]5)[NH:15][C:14]=3[C:13](=[O:30])[N:12]([CH2:31][CH2:32][CH3:33])[C:11]2=[O:34])=[CH:4][C:3]=1[I:37]. The yield is 0.200. (4) The reactants are Br[CH2:2][C:3]([NH2:5])=[O:4].[CH3:6][CH:7]1[CH2:11][CH2:10][CH2:9][N:8]1[CH2:12][CH2:13][CH2:14][O:15][C:16]1[CH:21]=[CH:20][C:19]([C:22]2[S:23][C:24]3[CH2:30][CH2:29][NH:28][CH2:27][CH2:26][C:25]=3[N:31]=2)=[CH:18][CH:17]=1.C(N(C(C)C)CC)(C)C.C(=O)([O-])[O-].[K+].[K+]. The catalyst is CS(C)=O. The product is [CH3:6][CH:7]1[CH2:11][CH2:10][CH2:9][N:8]1[CH2:12][CH2:13][CH2:14][O:15][C:16]1[CH:17]=[CH:18][C:19]([C:22]2[S:23][C:24]3[CH2:30][CH2:29][N:28]([CH2:2][C:3]([NH2:5])=[O:4])[CH2:27][CH2:26][C:25]=3[N:31]=2)=[CH:20][CH:21]=1. The yield is 0.650. (5) The reactants are [CH3:1][C:2](=[CH:5][CH:6]=[CH:7][C:8]([CH3:22])=[CH:9][CH:10]=[CH:11][CH:12]=[C:13]([CH3:21])[CH:14]=[CH:15][CH:16]=[C:17]([CH3:20])[CH2:18][OH:19])[CH2:3][OH:4]. The catalyst is C(Cl)Cl.[O-2].[O-2].[Mn+4]. The product is [CH3:20][C:17](=[CH:16][CH:15]=[CH:14][C:13]([CH3:21])=[CH:12][CH:11]=[CH:10][CH:9]=[C:8]([CH3:22])[CH:7]=[CH:6][CH:5]=[C:2]([CH3:1])[CH:3]=[O:4])[CH:18]=[O:19]. The yield is 0.730.